Dataset: Full USPTO retrosynthesis dataset with 1.9M reactions from patents (1976-2016). Task: Predict the reactants needed to synthesize the given product. Given the product [F:1][C:2]([F:26])([F:27])[C:3]1[CH:4]=[C:5]([NH:9][C:10](=[O:25])[C:11](=[CH:34][C:33]2[CH:36]=[CH:37][C:30]([C:28]#[N:29])=[CH:31][CH:32]=2)[C:12]([NH:14][C:15]2[CH:20]=[CH:19][CH:18]=[C:17]([C:21]([F:24])([F:23])[F:22])[CH:16]=2)=[O:13])[CH:6]=[CH:7][CH:8]=1, predict the reactants needed to synthesize it. The reactants are: [F:1][C:2]([F:27])([F:26])[C:3]1[CH:4]=[C:5]([NH:9][C:10](=[O:25])[CH2:11][C:12]([NH:14][C:15]2[CH:20]=[CH:19][CH:18]=[C:17]([C:21]([F:24])([F:23])[F:22])[CH:16]=2)=[O:13])[CH:6]=[CH:7][CH:8]=1.[C:28]([C:30]1[CH:37]=[CH:36][C:33]([CH:34]=O)=[CH:32][CH:31]=1)#[N:29].